This data is from NCI-60 drug combinations with 297,098 pairs across 59 cell lines. The task is: Regression. Given two drug SMILES strings and cell line genomic features, predict the synergy score measuring deviation from expected non-interaction effect. (1) Synergy scores: CSS=26.2, Synergy_ZIP=-3.71, Synergy_Bliss=0.432, Synergy_Loewe=-15.2, Synergy_HSA=-3.35. Cell line: RPMI-8226. Drug 2: CN(CCCl)CCCl.Cl. Drug 1: C1=NC2=C(N1)C(=S)N=C(N2)N. (2) Drug 1: CC1C(C(=O)NC(C(=O)N2CCCC2C(=O)N(CC(=O)N(C(C(=O)O1)C(C)C)C)C)C(C)C)NC(=O)C3=C4C(=C(C=C3)C)OC5=C(C(=O)C(=C(C5=N4)C(=O)NC6C(OC(=O)C(N(C(=O)CN(C(=O)C7CCCN7C(=O)C(NC6=O)C(C)C)C)C)C(C)C)C)N)C. Drug 2: C(CN)CNCCSP(=O)(O)O. Cell line: SNB-19. Synergy scores: CSS=26.4, Synergy_ZIP=-5.91, Synergy_Bliss=2.10, Synergy_Loewe=-17.7, Synergy_HSA=3.73. (3) Drug 1: CCN(CC)CCNC(=O)C1=C(NC(=C1C)C=C2C3=C(C=CC(=C3)F)NC2=O)C. Drug 2: CN1C2=C(C=C(C=C2)N(CCCl)CCCl)N=C1CCCC(=O)O.Cl. Cell line: KM12. Synergy scores: CSS=38.7, Synergy_ZIP=0.410, Synergy_Bliss=-1.91, Synergy_Loewe=-34.5, Synergy_HSA=-4.70. (4) Drug 1: CC12CCC(CC1=CCC3C2CCC4(C3CC=C4C5=CN=CC=C5)C)O. Drug 2: CC12CCC3C(C1CCC2=O)CC(=C)C4=CC(=O)C=CC34C. Cell line: SR. Synergy scores: CSS=64.3, Synergy_ZIP=-5.38, Synergy_Bliss=-6.86, Synergy_Loewe=-6.21, Synergy_HSA=-7.07.